Dataset: Forward reaction prediction with 1.9M reactions from USPTO patents (1976-2016). Task: Predict the product of the given reaction. (1) Given the reactants C([O:3][C:4]([C:6]1[S:10][C:9]([NH2:11])=[N:8][C:7]=1[C:12]1[C:13]([CH:26]([OH:29])[CH2:27][CH3:28])=[N:14][N:15]([CH2:17][C:18]2[CH:23]=[CH:22][C:21]([O:24][CH3:25])=[CH:20][CH:19]=2)[CH:16]=1)=O)C.CC(C[AlH]CC(C)C)C.CO.C([O-])([O-])=O.[K+].[K+], predict the reaction product. The product is: [CH3:25][O:24][C:21]1[CH:20]=[CH:19][C:18]([CH2:17][N:15]2[CH:16]=[C:12]([C:7]3[N:8]=[C:9]([NH2:11])[S:10][C:6]=3[CH2:4][OH:3])[C:13]([CH:26]([OH:29])[CH2:27][CH3:28])=[N:14]2)=[CH:23][CH:22]=1. (2) The product is: [NH:1]1[C:9]2[C:4](=[CH:5][C:6]([C:10]3[C:19]([N:20]4[CH2:25][CH2:24][O:23][CH2:22][C@@H:21]4[CH3:26])=[N:18][C:17]4[C:12](=[CH:13][CH:14]=[C:15]([C:27]([OH:29])=[O:28])[CH:16]=4)[N:11]=3)=[CH:7][CH:8]=2)[CH:3]=[CH:2]1. Given the reactants [NH:1]1[C:9]2[C:4](=[CH:5][C:6]([C:10]3[C:19]([N:20]4[CH2:25][CH2:24][O:23][CH2:22][C@@H:21]4[CH3:26])=[N:18][C:17]4[C:12](=[CH:13][CH:14]=[C:15]([C:27]([O:29]C)=[O:28])[CH:16]=4)[N:11]=3)=[CH:7][CH:8]=2)[CH:3]=[CH:2]1.[OH-].[Na+].O, predict the reaction product. (3) The product is: [F:20][CH:21]([F:25])[C:22](=[O:23])[C:8](=[CH:7][N:1]1[CH2:6][CH2:5][O:4][CH2:3][CH2:2]1)[C:9]([O:11][CH3:12])=[O:10]. Given the reactants [N:1]1([CH:7]=[CH:8][C:9]([O:11][CH3:12])=[O:10])[CH2:6][CH2:5][O:4][CH2:3][CH2:2]1.C(N(CC)CC)C.[F:20][CH:21]([F:25])[C:22](F)=[O:23], predict the reaction product. (4) The product is: [CH3:1][C:2]1[C:6]([NH:7][C:8](=[O:25])[C:9]2[CH:14]=[CH:13][C:12]([CH3:15])=[C:11]([C:28]3[CH:36]=[C:35]4[C:31]([C:32]([C:37]5[CH:42]=[CH:41][C:40]([F:43])=[CH:39][CH:38]=5)=[N:33][NH:34]4)=[CH:30][CH:29]=3)[CH:10]=2)=[C:5]([CH3:26])[O:4][N:3]=1. Given the reactants [CH3:1][C:2]1[C:6]([NH:7][C:8](=[O:25])[C:9]2[CH:14]=[CH:13][C:12]([CH3:15])=[C:11](B3OC(C)(C)C(C)(C)O3)[CH:10]=2)=[C:5]([CH3:26])[O:4][N:3]=1.Br[C:28]1[CH:36]=[C:35]2[C:31]([C:32]([C:37]3[CH:42]=[CH:41][C:40]([F:43])=[CH:39][CH:38]=3)=[N:33][NH:34]2)=[CH:30][CH:29]=1.C(=O)([O-])O.[Na+], predict the reaction product. (5) Given the reactants [F:1][C:2]1[CH:22]=[CH:21][C:20]([C:23]([NH:25][C:26]2[CH:31]=[C:30]([CH3:32])[CH:29]=[CH:28][C:27]=2[F:33])=[O:24])=[CH:19][C:3]=1[O:4][C:5]1[CH:10]=[CH:9][N:8]=[C:7]([C:11]2[NH:15][CH:14]=[C:13]([C:16]([OH:18])=O)[CH:12]=2)[CH:6]=1.CN(C(ON1N=NC2C=CC=NC1=2)=[N+](C)C)C.F[P-](F)(F)(F)(F)F.C(N(CC)C(C)C)(C)C.[NH2:67][CH2:68][CH2:69][CH2:70][N:71]1[CH2:76][CH2:75][O:74][CH2:73][CH2:72]1, predict the reaction product. The product is: [F:1][C:2]1[CH:22]=[CH:21][C:20]([C:23]([NH:25][C:26]2[CH:31]=[C:30]([CH3:32])[CH:29]=[CH:28][C:27]=2[F:33])=[O:24])=[CH:19][C:3]=1[O:4][C:5]1[CH:10]=[CH:9][N:8]=[C:7]([C:11]2[NH:15][CH:14]=[C:13]([C:16]([NH:67][CH2:68][CH2:69][CH2:70][N:71]3[CH2:76][CH2:75][O:74][CH2:73][CH2:72]3)=[O:18])[CH:12]=2)[CH:6]=1. (6) Given the reactants C[O:2][C:3](=O)[C:4]([CH3:29])([CH3:28])/[CH:5]=[CH:6]/[C:7]1[CH:16]=[C:15]2[C:10]([CH:11]=[CH:12][C:13]([C@H:17]([N:19]([C:21]([O:23][C:24]([CH3:27])([CH3:26])[CH3:25])=[O:22])[CH3:20])[CH3:18])=[N:14]2)=[CH:9][CH:8]=1.O.[OH-].[Li+].CC1C=CC=C([N+]([O-])=O)C=1C(OC(=O)C1C([N+]([O-])=O)=CC=CC=1C)=O.C(N(CC)CC)C.[Cl:66][C:67]([Cl:91])([Cl:90])[CH2:68][O:69][C:70]([C@@H:72]1[CH2:77][CH2:76][CH2:75][N:74]([C:78](=[O:89])[C@@H:79]([NH:81][C:82](=[O:88])[C@@H:83]([OH:87])[CH:84]([CH3:86])[CH3:85])[CH3:80])[NH:73]1)=[O:71], predict the reaction product. The product is: [Cl:91][C:67]([Cl:90])([Cl:66])[CH2:68][O:69][C:70]([C@@H:72]1[CH2:77][CH2:76][CH2:75][N:74]([C:78](=[O:89])[C@@H:79]([NH:81][C:82](=[O:88])[C@@H:83]([O:87][C:3](=[O:2])[C:4]([CH3:29])([CH3:28])/[CH:5]=[CH:6]/[C:7]2[CH:16]=[C:15]3[C:10]([CH:11]=[CH:12][C:13]([C@H:17]([N:19]([C:21]([O:23][C:24]([CH3:27])([CH3:26])[CH3:25])=[O:22])[CH3:20])[CH3:18])=[N:14]3)=[CH:9][CH:8]=2)[CH:84]([CH3:86])[CH3:85])[CH3:80])[NH:73]1)=[O:71].